Dataset: Full USPTO retrosynthesis dataset with 1.9M reactions from patents (1976-2016). Task: Predict the reactants needed to synthesize the given product. (1) Given the product [N:42]1([CH2:39][C:35]2[CH:34]=[C:33]([C:4]3[CH:3]=[C:2]([Cl:1])[CH:32]=[CH:31][C:5]=3[O:6][C:7]3[C:12]([F:13])=[CH:11][C:10]([S:14]([N:17]([C:25]4[N:26]=[CH:27][S:28][CH:29]=4)[C:18](=[O:24])[O:19][C:20]([CH3:23])([CH3:21])[CH3:22])(=[O:16])=[O:15])=[C:9]([F:30])[CH:8]=3)[CH:38]=[CH:37][N:36]=2)[CH2:45][CH2:44][CH2:43]1, predict the reactants needed to synthesize it. The reactants are: [Cl:1][C:2]1[CH:32]=[CH:31][C:5]([O:6][C:7]2[C:12]([F:13])=[CH:11][C:10]([S:14]([N:17]([C:25]3[N:26]=[CH:27][S:28][CH:29]=3)[C:18](=[O:24])[O:19][C:20]([CH3:23])([CH3:22])[CH3:21])(=[O:16])=[O:15])=[C:9]([F:30])[CH:8]=2)=[C:4]([C:33]2[CH:38]=[CH:37][N:36]=[C:35]([CH:39]=O)[CH:34]=2)[CH:3]=1.Cl.[NH:42]1[CH2:45][CH2:44][CH2:43]1.C(O[BH-](OC(=O)C)OC(=O)C)(=O)C.[Na+].C(=O)(O)[O-].[Na+]. (2) Given the product [F:22][C@H:2]1[CH2:7][CH2:6][N:5]([C:8]([O:10][C:11]([CH3:14])([CH3:13])[CH3:12])=[O:9])[C@@H:4]([CH3:15])[CH2:3]1, predict the reactants needed to synthesize it. The reactants are: O[C@@H:2]1[CH2:7][CH2:6][N:5]([C:8]([O:10][C:11]([CH3:14])([CH3:13])[CH3:12])=[O:9])[C@@H:4]([CH3:15])[CH2:3]1.CCN(S(F)(F)[F:22])CC. (3) Given the product [C:1]([O:5][C:6]([NH:8][CH2:9][C:10]1[CH:15]=[CH:14][C:13]([NH:16]/[C:17](=[C:26]2\[C:27](=[O:38])[NH:28][C:29]3[C:34]\2=[CH:33][C:32]([N+:35]([O-:37])=[O:36])=[CH:31][CH:30]=3)/[C:18]2[CH:23]=[CH:22][C:21]([CH2:24][NH:25][C:39](=[O:41])[CH3:40])=[CH:20][CH:19]=2)=[CH:12][CH:11]=1)=[O:7])([CH3:4])([CH3:2])[CH3:3], predict the reactants needed to synthesize it. The reactants are: [C:1]([O:5][C:6]([NH:8][CH2:9][C:10]1[CH:15]=[CH:14][C:13]([NH:16]/[C:17](=[C:26]2\[C:27](=[O:38])[NH:28][C:29]3[C:34]\2=[CH:33][C:32]([N+:35]([O-:37])=[O:36])=[CH:31][CH:30]=3)/[C:18]2[CH:23]=[CH:22][C:21]([CH2:24][NH2:25])=[CH:20][CH:19]=2)=[CH:12][CH:11]=1)=[O:7])([CH3:4])([CH3:3])[CH3:2].[C:39](OC(=O)C)(=[O:41])[CH3:40]. (4) Given the product [CH2:11]([C:18]1([N:25]([CH3:26])[CH3:27])[CH2:23][CH2:22][CH:21]([NH:1][C:2]2[CH:3]=[C:4]3[C:8](=[CH:9][CH:10]=2)[CH2:7][CH2:6][CH2:5]3)[CH2:20][CH2:19]1)[C:12]1[CH:17]=[CH:16][CH:15]=[CH:14][CH:13]=1, predict the reactants needed to synthesize it. The reactants are: [NH2:1][C:2]1[CH:3]=[C:4]2[C:8](=[CH:9][CH:10]=1)[CH2:7][CH2:6][CH2:5]2.[CH2:11]([C:18]1([N:25]([CH3:27])[CH3:26])[CH2:23][CH2:22][C:21](=O)[CH2:20][CH2:19]1)[C:12]1[CH:17]=[CH:16][CH:15]=[CH:14][CH:13]=1.S([O-])([O-])(=O)=O.[Na+].[Na+].C(O[BH-](OC(=O)C)OC(=O)C)(=O)C.[Na+]. (5) Given the product [C:1]([O:5][C:6](=[O:23])[NH:7][CH:8]([C:15]1[CH:20]=[CH:19][C:18]([Cl:21])=[C:17]([Cl:22])[CH:16]=1)[C:9]([C:25]1[C:26]([CH3:38])=[N:27][C:28]([O:31][CH:32]2[CH2:37][CH2:36][O:35][CH2:34][CH2:33]2)=[CH:29][CH:30]=1)=[O:14])([CH3:2])([CH3:3])[CH3:4], predict the reactants needed to synthesize it. The reactants are: [C:1]([O:5][C:6](=[O:23])[NH:7][CH:8]([C:15]1[CH:20]=[CH:19][C:18]([Cl:21])=[C:17]([Cl:22])[CH:16]=1)[C:9](=[O:14])N(OC)C)([CH3:4])([CH3:3])[CH3:2].Br[C:25]1[C:26]([CH3:38])=[N:27][C:28]([O:31][CH:32]2[CH2:37][CH2:36][O:35][CH2:34][CH2:33]2)=[CH:29][CH:30]=1. (6) Given the product [CH2:18]([NH:5][C:4]1[CH:6]=[C:7]([C:10]([O:12][CH3:13])=[O:11])[CH:8]=[CH:9][C:3]=1[O:2][CH3:1])[CH2:19][CH3:20], predict the reactants needed to synthesize it. The reactants are: [CH3:1][O:2][C:3]1[CH:9]=[CH:8][C:7]([C:10]([O:12][CH3:13])=[O:11])=[CH:6][C:4]=1[NH2:5].[BH4-].[Na+].[OH-].[Na+].[C:18](O)(=O)[CH2:19][CH3:20]. (7) Given the product [Cl:1][C:2]1[CH:10]=[C:9]2[C:5]([C:6]([C:11]([OH:13])=[O:12])=[CH:7][NH:8]2)=[CH:4][C:3]=1[C:15]1[CH:20]=[CH:19][C:18]([C:21]([OH:24])([CH3:23])[CH3:22])=[C:17]([O:25][CH3:26])[CH:16]=1, predict the reactants needed to synthesize it. The reactants are: [Cl:1][C:2]1[CH:10]=[C:9]2[C:5]([C:6]([C:11]([O:13]C)=[O:12])=[CH:7][NH:8]2)=[CH:4][C:3]=1[C:15]1[CH:20]=[CH:19][C:18]([C:21]([OH:24])([CH3:23])[CH3:22])=[C:17]([O:25][CH3:26])[CH:16]=1.[OH-].[Na+]. (8) Given the product [CH:18]1([C:23]2[CH:24]=[C:25]([NH:28][C:2]3[CH:7]=[CH:6][N:5]=[C:4]([NH:8][CH2:9][C:10]4[O:14][N:13]=[C:12]([CH:15]5[CH2:17][CH2:16]5)[CH:11]=4)[N:3]=3)[NH:26][N:27]=2)[CH2:19][CH2:20][CH2:21][CH2:22]1, predict the reactants needed to synthesize it. The reactants are: Cl[C:2]1[CH:7]=[CH:6][N:5]=[C:4]([NH:8][CH2:9][C:10]2[O:14][N:13]=[C:12]([CH:15]3[CH2:17][CH2:16]3)[CH:11]=2)[N:3]=1.[CH:18]1([C:23]2[CH:24]=[C:25]([NH2:28])[NH:26][N:27]=2)[CH2:22][CH2:21][CH2:20][CH2:19]1. (9) Given the product [ClH:1].[ClH:1].[CH3:3][NH:4][C@H:5]1[CH2:9][CH2:8][N:7]([CH:35]2[CH2:34][CH2:33][CH2:32][CH2:31][C:30]2([CH:36]([C:52]2[CH:57]=[CH:56][CH:55]=[C:54]([C:58]([F:61])([F:59])[F:60])[CH:53]=2)[CH3:37])[OH:29])[CH2:6]1, predict the reactants needed to synthesize it. The reactants are: [ClH:1].Cl.[CH3:3][NH:4][C@H:5]1[CH2:9][CH2:8][N:7](CC(C2CCCCC2O)C2C=CC=C(C(F)(F)F)C=2)[CH2:6]1.[OH:29][C:30]1([CH:36]([C:52]2[CH:57]=[CH:56][CH:55]=[C:54]([C:58]([F:61])([F:60])[F:59])[CH:53]=2)[C:37](N2CC[C@H](NC(=O)OC(C)(C)C)C2)=O)[CH2:35][CH2:34][CH2:33][CH2:32][CH2:31]1. (10) The reactants are: [OH-:1].[K+].[CH3:3][O:4][CH:5]([C:14]1[CH:19]=[CH:18][CH:17]=[CH:16][CH:15]=1)[C:6](=[O:13])[C:7]1[CH:12]=[CH:11][CH:10]=[CH:9][CH:8]=1.[CH2:20]=O.Cl. Given the product [CH3:3][O:4][C:5]([CH2:20][OH:1])([C:14]1[CH:19]=[CH:18][CH:17]=[CH:16][CH:15]=1)[C:6](=[O:13])[C:7]1[CH:12]=[CH:11][CH:10]=[CH:9][CH:8]=1, predict the reactants needed to synthesize it.